This data is from Full USPTO retrosynthesis dataset with 1.9M reactions from patents (1976-2016). The task is: Predict the reactants needed to synthesize the given product. (1) Given the product [C:5]([O:27][C:19](=[O:26])[C:20]1[CH:25]=[CH:24][CH:23]=[CH:22][CH:21]=1)(=[O:6])[C:4]1[CH:7]=[CH:8][CH:9]=[CH:2][CH:3]=1, predict the reactants needed to synthesize it. The reactants are: O[C:2]1[CH:3]=[C:4]([CH:7]=[C:8](O)[CH:9]=1)[CH2:5][OH:6].C(O)C1C=CC=CC=1.[C:19]([O-:27])(=[O:26])[C:20]1[CH:25]=[CH:24][CH:23]=[CH:22][CH:21]=1. (2) Given the product [O:40]1[CH2:41][CH2:42][N:37]([C:2]2[N:7]=[C:6]([O:8][C:9]3[CH:35]=[CH:34][C:33]([Cl:36])=[CH:32][C:10]=3[CH2:11][NH:12][C:13]([NH:15][C:16]3[N:20]([C:21]4[CH:22]=[CH:23][C:24]([CH3:27])=[CH:25][CH:26]=4)[N:19]=[C:18]([C:28]([CH3:29])([CH3:30])[CH3:31])[CH:17]=3)=[O:14])[CH:5]=[CH:4][N:3]=2)[CH2:38][CH2:39]1, predict the reactants needed to synthesize it. The reactants are: Cl[C:2]1[N:7]=[C:6]([O:8][C:9]2[CH:35]=[CH:34][C:33]([Cl:36])=[CH:32][C:10]=2[CH2:11][NH:12][C:13]([NH:15][C:16]2[N:20]([C:21]3[CH:26]=[CH:25][C:24]([CH3:27])=[CH:23][CH:22]=3)[N:19]=[C:18]([C:28]([CH3:31])([CH3:30])[CH3:29])[CH:17]=2)=[O:14])[CH:5]=[CH:4][N:3]=1.[NH:37]1[CH2:42][CH2:41][O:40][CH2:39][CH2:38]1. (3) Given the product [S:8]1[C:4]2[CH:3]=[C:2]([NH:1][C:29](=[O:30])[C:28]3[CH:32]=[CH:33][CH:34]=[C:26]([NH:25][C:17](=[O:24])[C:18]4[CH:19]=[CH:20][CH:21]=[CH:22][CH:23]=4)[CH:27]=3)[CH:10]=[CH:9][C:5]=2[N:6]=[CH:7]1, predict the reactants needed to synthesize it. The reactants are: [NH2:1][C:2]1[CH:10]=[CH:9][C:5]2[N:6]=[CH:7][S:8][C:4]=2[CH:3]=1.N1C=CC=CC=1.[C:17]([NH:25][C:26]1[CH:27]=[C:28]([CH:32]=[CH:33][CH:34]=1)[C:29](Cl)=[O:30])(=[O:24])[C:18]1[CH:23]=[CH:22][CH:21]=[CH:20][CH:19]=1.Cl. (4) Given the product [Cl:1][C:2]1[CH:3]=[CH:4][C:5]([CH:8]([OH:29])[C:9]2[CH:10]=[C:11]([C:32]3[CH:37]=[CH:36][N:35]=[C:34]([C:38]#[N:39])[CH:33]=3)[S:12][C:13]=2[C:14]2[NH:18][CH:17]=[N:16][N:15]=2)=[CH:6][CH:7]=1, predict the reactants needed to synthesize it. The reactants are: [Cl:1][C:2]1[CH:7]=[CH:6][C:5]([CH:8]([OH:29])[C:9]2[CH:10]=[C:11]([B-](F)(F)F)[S:12][C:13]=2[C:14]2[N:18]=[CH:17][N:16](C3CCCCO3)[N:15]=2)=[CH:4][CH:3]=1.[K+].Br[C:32]1[CH:37]=[CH:36][N:35]=[C:34]([C:38]#[N:39])[CH:33]=1.C1(P(C2CCCCC2)C2C=CC=CC=2C2C(OC(C)C)=CC=CC=2OC(C)C)CCCCC1.C(=O)([O-])[O-].[Na+].[Na+].C(O)C.O1CCOCC1.C(O)(C)(C)C.Cl.